From a dataset of Catalyst prediction with 721,799 reactions and 888 catalyst types from USPTO. Predict which catalyst facilitates the given reaction. Reactant: [Cl:1][C:2]1[N:3]=[C:4](Cl)[C:5]2[CH:10]=[CH:9][N:8]([CH:11]3[CH2:13][CH2:12]3)[C:6]=2[N:7]=1.[OH-:15].[K+].Cl. Product: [Cl:1][C:2]1[NH:3][C:4](=[O:15])[C:5]2[CH:10]=[CH:9][N:8]([CH:11]3[CH2:13][CH2:12]3)[C:6]=2[N:7]=1. The catalyst class is: 6.